Dataset: CYP2C19 inhibition data for predicting drug metabolism from PubChem BioAssay. Task: Regression/Classification. Given a drug SMILES string, predict its absorption, distribution, metabolism, or excretion properties. Task type varies by dataset: regression for continuous measurements (e.g., permeability, clearance, half-life) or binary classification for categorical outcomes (e.g., BBB penetration, CYP inhibition). Dataset: cyp2c19_veith. (1) The drug is CN(CC(=O)O)Cc1c(O)c(Cl)cc(Cl)c1Cl. The result is 0 (non-inhibitor). (2) The drug is COc1cc(CC(=O)O)c(C(C)=O)cc1OC. The result is 0 (non-inhibitor). (3) The compound is Cc1ccc(NCCC(=O)c2ccc(Cl)cc2)cc1. The result is 1 (inhibitor). (4) The compound is COCCn1c(=O)cnc2cnc(Nc3ccccc3)nc21. The result is 0 (non-inhibitor). (5) The drug is COc1ccc(CNC(=O)[C@H](C)[C@@H]2C[C@@]2(C)[C@@H](NC(=O)OCc2ccccc2)c2ccccc2)cc1OC. The result is 1 (inhibitor). (6) The compound is CCC(=O)n1nc(-c2ccc(OC)cc2)nc1N. The result is 1 (inhibitor). (7) The compound is CC(=O)OC[C@@H]1O[C@H](CCON=C(C)C)C=C[C@@H]1OC(C)=O. The result is 0 (non-inhibitor). (8) The molecule is OC[C@@H](O)CN1CCN(c2ccccc2)CC1. The result is 0 (non-inhibitor). (9) The molecule is O=[N+]([O-])c1cccnc1N1CCOCC1. The result is 0 (non-inhibitor). (10) The molecule is c1cncc(CNc2cc(-c3ccoc3)ncn2)c1. The result is 0 (non-inhibitor).